Dataset: Forward reaction prediction with 1.9M reactions from USPTO patents (1976-2016). Task: Predict the product of the given reaction. (1) Given the reactants [Br:1][C:2]1[N:7]=[CH:6][C:5]2[C:8](I)=[CH:9][N:10]([CH:11]([CH3:13])[CH3:12])[C:4]=2[CH:3]=1.[CH3:15][C:16]1[C:20](B(O)O)=[C:19]([CH3:24])[NH:18][N:17]=1.ClCCl.C(=O)([O-])[O-].[Na+].[Na+].O.C(#N)C, predict the reaction product. The product is: [Br:1][C:2]1[N:7]=[CH:6][C:5]2[C:8]([C:20]3[C:16]([CH3:15])=[N:17][NH:18][C:19]=3[CH3:24])=[CH:9][N:10]([CH:11]([CH3:13])[CH3:12])[C:4]=2[CH:3]=1. (2) Given the reactants O[CH2:2][C:3]1[C:8]([CH3:9])=[CH:7][CH:6]=[CH:5][C:4]=1[N+:10]([O-:12])=[O:11].C(Cl)(Cl)Cl.P(Br)(Br)[Br:18], predict the reaction product. The product is: [Br:18][CH2:2][C:3]1[C:8]([CH3:9])=[CH:7][CH:6]=[CH:5][C:4]=1[N+:10]([O-:12])=[O:11].